Task: Predict the reaction yield, written as a fraction of the theoretical maximum amount of product (1.0 means a 100% yield; for example, 0.34 means a 34% yield).. Dataset: Reaction yield outcomes from USPTO patents with 853,638 reactions (1) The reactants are [NH2:1][C:2]1[CH:7]=[CH:6][C:5]([NH:8][C:9](=[O:15])/[CH:10]=[CH:11]\[C:12]([OH:14])=[O:13])=[CH:4][CH:3]=1.[OH-].[Na+:17]. The catalyst is O. The product is [NH2:1][C:2]1[CH:3]=[CH:4][C:5]([NH:8][C:9](=[O:15])/[CH:10]=[CH:11]\[C:12]([O-:14])=[O:13])=[CH:6][CH:7]=1.[Na+:17]. The yield is 0.768. (2) The reactants are [C:1]([Br:5])(Br)(Br)Br.C1(P(C2C=CC=CC=2)C2C=CC=CC=2)C=CC=CC=1.[CH2:25]([O:32][CH2:33][C@@:34]1([CH2:48]CO)[CH2:38][N:37]([C@@H:39]([C:41]2[CH:46]=[CH:45][CH:44]=[CH:43][CH:42]=2)[CH3:40])[C:36](=[O:47])[CH2:35]1)[C:26]1[CH:31]=[CH:30][CH:29]=[CH:28][CH:27]=1. The catalyst is ClCCl. The product is [CH2:25]([O:32][CH2:33][C@@:34]1([CH2:48][CH2:1][Br:5])[CH2:38][N:37]([C@@H:39]([C:41]2[CH:46]=[CH:45][CH:44]=[CH:43][CH:42]=2)[CH3:40])[C:36](=[O:47])[CH2:35]1)[C:26]1[CH:27]=[CH:28][CH:29]=[CH:30][CH:31]=1. The yield is 0.840. (3) The product is [CH2:1]([C:3]1[N:19]([C@@H:55]2[C:56]3[C:52](=[CH:51][C:50]([C:45]4[CH:46]=[CH:47][CH:48]=[CH:49][C:44]=4[C:43]4[N:39]([C:20]([C:21]5[CH:26]=[CH:25][CH:24]=[CH:23][CH:22]=5)([C:33]5[CH:34]=[CH:35][CH:36]=[CH:37][CH:38]=5)[C:27]5[CH:32]=[CH:31][CH:30]=[CH:29][CH:28]=5)[N:40]=[N:41][N:42]=4)=[CH:58][CH:57]=3)[CH2:53][CH2:54]2)[C:6]2=[N:7][C:8]([CH2:12][C:13]3[CH:18]=[CH:17][CH:16]=[CH:15][N:14]=3)=[CH:9][C:10]([CH3:11])=[C:5]2[N:4]=1)[CH3:2]. The yield is 0.530. The reactants are [CH2:1]([C:3]1[NH:19][C:6]2=[N:7][C:8]([CH2:12][C:13]3[CH:18]=[CH:17][CH:16]=[CH:15][N:14]=3)=[CH:9][C:10]([CH3:11])=[C:5]2[N:4]=1)[CH3:2].[C:20]([N:39]1[C:43]([C:44]2[CH:49]=[CH:48][CH:47]=[CH:46][C:45]=2[C:50]2[CH:51]=[C:52]3[C:56](=[CH:57][CH:58]=2)[C@H:55](O)[CH2:54][CH2:53]3)=[N:42][N:41]=[N:40]1)([C:33]1[CH:38]=[CH:37][CH:36]=[CH:35][CH:34]=1)([C:27]1[CH:32]=[CH:31][CH:30]=[CH:29][CH:28]=1)[C:21]1[CH:26]=[CH:25][CH:24]=[CH:23][CH:22]=1.C1(P(C2C=CC=CC=2)C2C=CC=CC=2)C=CC=CC=1.CCOC(/N=N/C(OCC)=O)=O.C(N(C(C)C)CC)(C)C. The catalyst is C1COCC1. (4) The reactants are [CH3:1][O:2][C:3]1[CH:8]=[CH:7][CH:6]=[CH:5][C:4]=1[CH:9]=[C:10]([CH3:12])[CH3:11]. The catalyst is CCO.[Pd]. The product is [CH2:9]([C:4]1[CH:5]=[CH:6][CH:7]=[CH:8][C:3]=1[O:2][CH3:1])[CH:10]([CH3:12])[CH3:11]. The yield is 0.840. (5) The product is [CH3:1][O:2][C:3]1[CH:4]=[C:5]2[C:10](=[CH:11][C:12]=1[O:13][CH3:14])[N:9]=[CH:8][CH:7]=[C:6]2[O:15][C:16]1[CH:22]=[CH:21][C:19]([NH:20][C:34]([NH:49][C@H:47]([C:43]2[S:42][CH:46]=[CH:45][N:44]=2)[CH3:48])=[O:40])=[CH:18][CH:17]=1. The yield is 0.680. The reactants are [CH3:1][O:2][C:3]1[CH:4]=[C:5]2[C:10](=[CH:11][C:12]=1[O:13][CH3:14])[N:9]=[CH:8][CH:7]=[C:6]2[O:15][C:16]1[CH:22]=[CH:21][C:19]([NH2:20])=[CH:18][CH:17]=1.C(N(CC)CC)C.ClC(Cl)(O[C:34](=[O:40])OC(Cl)(Cl)Cl)Cl.[S:42]1[CH:46]=[CH:45][N:44]=[C:43]1[C@@H:47]([NH2:49])[CH3:48]. The catalyst is C(Cl)(Cl)Cl.